From a dataset of Reaction yield outcomes from USPTO patents with 853,638 reactions. Predict the reaction yield, written as a fraction of the theoretical maximum amount of product (1.0 means a 100% yield; for example, 0.34 means a 34% yield). (1) The reactants are C(OC([N:8]1[CH2:13][CH2:12][N:11]([C:14]2[CH:19]=[CH:18][C:17]([F:20])=[C:16]([C:21]3[N:25]([CH3:26])[C:24]4[CH:27]=[CH:28][CH:29]=[CH:30][C:23]=4[N:22]=3)[CH:15]=2)[CH2:10][CH2:9]1)=O)(C)(C)C. The catalyst is C(Cl)Cl.CCOCC. The product is [F:20][C:17]1[CH:18]=[CH:19][C:14]([N:11]2[CH2:12][CH2:13][NH:8][CH2:9][CH2:10]2)=[CH:15][C:16]=1[C:21]1[N:25]([CH3:26])[C:24]2[CH:27]=[CH:28][CH:29]=[CH:30][C:23]=2[N:22]=1. The yield is 1.00. (2) The reactants are [N+:1]([O-:4])([O-])=[O:2].[Na+].[Br:6][C:7]1[CH:14]=[CH:13][C:10]([CH:11]=[O:12])=[CH:9][CH:8]=1. The catalyst is S(=O)(=O)(O)O. The product is [Br:6][C:7]1[CH:14]=[CH:13][C:10]([CH:11]=[O:12])=[CH:9][C:8]=1[N+:1]([O-:4])=[O:2]. The yield is 0.950. (3) The reactants are [NH2:1][C:2]1[C:3]([C:23]#[N:24])=[C:4]([CH:20]=[CH:21][CH:22]=1)[O:5][CH2:6][CH2:7][CH2:8][CH2:9][CH2:10][CH2:11][NH:12][C:13](=[O:19])[O:14][C:15]([CH3:18])([CH3:17])[CH3:16].[S:25](Cl)(=[O:28])(=[O:27])[NH2:26]. No catalyst specified. The product is [NH2:24][C:23]1[C:3]2[C:4]([O:5][CH2:6][CH2:7][CH2:8][CH2:9][CH2:10][CH2:11][NH:12][C:13](=[O:19])[O:14][C:15]([CH3:18])([CH3:17])[CH3:16])=[CH:20][CH:21]=[CH:22][C:2]=2[NH:1][S:25](=[O:28])(=[O:27])[N:26]=1. The yield is 0.595. (4) The reactants are [C:1]([N:9]1[C:14](=[O:15])[C:13](I)=[CH:12][N:11]([CH2:17][CH2:18][CH2:19][CH2:20][Cl:21])[C:10]1=[O:22])(=[O:8])[C:2]1[CH:7]=[CH:6][CH:5]=[CH:4][CH:3]=1.[F:23][C:24]1[C:29](B(O)O)=[CH:28][CH:27]=[CH:26][N:25]=1.C([O-])([O-])=O.[Na+].[Na+].C1(P(C2CCCCC2)C2C=CC=CC=2C2C=CC=CC=2)CCCCC1. The catalyst is COCCOC.O.C1C=CC([P]([Pd]([P](C2C=CC=CC=2)(C2C=CC=CC=2)C2C=CC=CC=2)([P](C2C=CC=CC=2)(C2C=CC=CC=2)C2C=CC=CC=2)[P](C2C=CC=CC=2)(C2C=CC=CC=2)C2C=CC=CC=2)(C2C=CC=CC=2)C2C=CC=CC=2)=CC=1. The product is [C:1]([N:9]1[C:14](=[O:15])[C:13]([C:29]2[C:24]([F:23])=[N:25][CH:26]=[CH:27][CH:28]=2)=[CH:12][N:11]([CH2:17][CH2:18][CH2:19][CH2:20][Cl:21])[C:10]1=[O:22])(=[O:8])[C:2]1[CH:7]=[CH:6][CH:5]=[CH:4][CH:3]=1. The yield is 0.540. (5) The reactants are [NH2:1][C:2]1[N:7]=[CH:6][N:5]=[C:4]2[N:8]([CH2:25][C@H:26]3[CH2:30][CH2:29][CH2:28][N:27]3[C:31](=[O:35])[CH2:32][C:33]#[N:34])[N:9]=[C:10]([C:11]3[CH:16]=[CH:15][C:14]([O:17][C:18]4[CH:23]=[CH:22][CH:21]=[CH:20][CH:19]=4)=[CH:13][C:12]=3[F:24])[C:3]=12.[CH:36]([C@@H:38]1[CH2:42][CH2:41][CH2:40][N:39]1[C:43]([O:45][C:46]([CH3:49])([CH3:48])[CH3:47])=[O:44])=O.N1CCCCC1. The yield is 0.570. The product is [NH2:1][C:2]1[N:7]=[CH:6][N:5]=[C:4]2[N:8]([CH2:25][C@H:26]3[CH2:30][CH2:29][CH2:28][N:27]3[C:31](=[O:35])[C:32]([C:33]#[N:34])=[CH:36][C@@H:38]3[CH2:42][CH2:41][CH2:40][N:39]3[C:43]([O:45][C:46]([CH3:47])([CH3:49])[CH3:48])=[O:44])[N:9]=[C:10]([C:11]3[CH:16]=[CH:15][C:14]([O:17][C:18]4[CH:19]=[CH:20][CH:21]=[CH:22][CH:23]=4)=[CH:13][C:12]=3[F:24])[C:3]=12. The catalyst is C(O)C. (6) The reactants are [C:1]([NH:4][C:5]1[S:20][C:8]2[CH2:9][N:10](C(OC(C)(C)C)=O)[CH2:11][CH2:12][C:7]=2[C:6]=1[C:21]1[N:22]=[N:23][N:24]([CH3:26])[N:25]=1)(=[O:3])[CH3:2].[F:27][C:28]([F:33])([F:32])[C:29]([OH:31])=[O:30]. The catalyst is ClCCl. The product is [F:27][C:28]([F:33])([F:32])[C:29]([O-:31])=[O:30].[C:1]([NH:4][C:5]1[S:20][C:8]2[CH2:9][NH2+:10][CH2:11][CH2:12][C:7]=2[C:6]=1[C:21]1[N:22]=[N:23][N:24]([CH3:26])[N:25]=1)(=[O:3])[CH3:2]. The yield is 0.960. (7) The reactants are [C:1]([C:3]1[CH:4]=[C:5]([NH:9][C:10]2[C:19]3[C:14](=[CH:15][CH:16]=[C:17]([N+:20]([O-])=O)[CH:18]=3)[N:13]=[CH:12][N:11]=2)[CH:6]=[CH:7][CH:8]=1)#[CH:2].O.O.Cl[Sn]Cl.C([O-])(O)=O.[Na+]. The catalyst is C(OCC)(=O)C. The product is [C:1]([C:3]1[CH:4]=[C:5]([NH:9][C:10]2[C:19]3[C:14](=[CH:15][CH:16]=[C:17]([NH2:20])[CH:18]=3)[N:13]=[CH:12][N:11]=2)[CH:6]=[CH:7][CH:8]=1)#[CH:2]. The yield is 0.890. (8) The reactants are [Cl:1][C:2]1[CH:7]=[CH:6][C:5]([C:8]2([OH:19])[CH2:13][CH2:12][NH:11][CH2:10][C:9]2([CH2:15][O:16][CH2:17][CH3:18])[CH3:14])=[CH:4][CH:3]=1.C([O-])([O-])=O.[K+].[K+].Br[CH2:27][CH2:28][CH:29]=[C:30]1[C:36]2[CH:37]=[CH:38][CH:39]=[N:40][C:35]=2[CH2:34][O:33][C:32]2[CH:41]=[CH:42][C:43]([C:45]([OH:48])([CH3:47])[CH3:46])=[CH:44][C:31]1=2. The catalyst is C(#N)C.O. The product is [Cl:1][C:2]1[CH:7]=[CH:6][C:5]([C:8]2([OH:19])[CH2:13][CH2:12][N:11]([CH2:27][CH2:28][CH:29]=[C:30]3[C:36]4[CH:37]=[CH:38][CH:39]=[N:40][C:35]=4[CH2:34][O:33][C:32]4[CH:41]=[CH:42][C:43]([C:45]([OH:48])([CH3:47])[CH3:46])=[CH:44][C:31]3=4)[CH2:10][C:9]2([CH2:15][O:16][CH2:17][CH3:18])[CH3:14])=[CH:4][CH:3]=1. The yield is 0.650. (9) The reactants are [Li]CCCC.[C:6](#[N:8])[CH3:7].[CH:9]1([C:13](OCC)=[O:14])[CH2:12][CH2:11][CH2:10]1.C(#N)C.C(=O)=O. The catalyst is C1COCC1. The product is [CH:9]1([C:13](=[O:14])[CH2:7][C:6]#[N:8])[CH2:12][CH2:11][CH2:10]1. The yield is 1.00.